This data is from Forward reaction prediction with 1.9M reactions from USPTO patents (1976-2016). The task is: Predict the product of the given reaction. Given the reactants [CH3:1][C:2]1(C)[CH2:7][CH2:6]CC(C)(C)N1.[Li][CH2:12]CCC.CN([CH2:19][CH2:20][N:21]([CH3:23])[CH3:22])C.N([C:31]1[N:32]([C:46]2[CH:51]=[CH:50][CH:49]=[CH:48][CH:47]=2)[C:33]2[C:38]([C:39](=[O:41])[CH:40]=1)=[C:37]([CH3:42])[CH:36]=[C:35]([O:43][CH2:44][CH3:45])[N:34]=2)C1C=CC=CC=1.CI.[NH4+].[Cl-], predict the reaction product. The product is: [CH2:44]([O:43][C:35]1[N:34]=[C:33]2[C:38]([C:39](=[O:41])[C:40]([CH3:31])=[C:23]([N:21]([CH3:22])[C:20]3[CH:19]=[CH:6][CH:7]=[CH:2][CH:1]=3)[N:32]2[C:46]2[CH:47]=[CH:48][CH:49]=[CH:50][CH:51]=2)=[C:37]([CH2:42][CH3:12])[CH:36]=1)[CH3:45].